From a dataset of Full USPTO retrosynthesis dataset with 1.9M reactions from patents (1976-2016). Predict the reactants needed to synthesize the given product. (1) Given the product [O:3]=[C:4]1[CH2:13][C:12]2[CH:11]=[C:10]([NH:14][C:15](=[O:21])[O:16][C:17]([CH3:19])([CH3:18])[CH3:20])[CH:9]=[CH:8][C:7]=2[CH2:6][CH2:5]1, predict the reactants needed to synthesize it. The reactants are: C([O:3][C:4]1[CH:13]=[C:12]2[C:7]([CH:8]=[CH:9][C:10]([NH:14][C:15](=[O:21])[O:16][C:17]([CH3:20])([CH3:19])[CH3:18])=[CH:11]2)=[CH:6][CH:5]=1)C. (2) Given the product [NH2:34][C:19](=[O:21])[CH2:18][CH2:17][CH2:16][C:14]1[CH:15]=[C:10]2[C:9]([C:29]([NH:30][CH3:31])=[O:32])=[C:8]([C:5]3[CH:6]=[CH:7][C:2]([F:1])=[CH:3][CH:4]=3)[O:28][C:11]2=[N:12][C:13]=1[N:22]([CH3:27])[S:23]([CH3:26])(=[O:24])=[O:25], predict the reactants needed to synthesize it. The reactants are: [F:1][C:2]1[CH:7]=[CH:6][C:5]([C:8]2[O:28][C:11]3=[N:12][C:13]([N:22]([CH3:27])[S:23]([CH3:26])(=[O:25])=[O:24])=[C:14]([CH2:16][CH2:17][CH2:18][C:19]([OH:21])=O)[CH:15]=[C:10]3[C:9]=2[C:29](=[O:32])[NH:30][CH3:31])=[CH:4][CH:3]=1.C[N:34](C(ON1N=NC2C=CC=NC1=2)=[N+](C)C)C.F[P-](F)(F)(F)(F)F.[OH-].[NH4+].